Dataset: Reaction yield outcomes from USPTO patents with 853,638 reactions. Task: Predict the reaction yield, written as a fraction of the theoretical maximum amount of product (1.0 means a 100% yield; for example, 0.34 means a 34% yield). (1) The reactants are [CH:1]1([C:7]2([CH3:14])[NH:11][C:10](=[O:12])[NH:9][C:8]2=[O:13])[CH2:6][CH2:5][CH2:4][CH2:3][CH2:2]1.C([O-])([O-])=O.[K+].[K+].CN(C=O)C.[CH2:26](Br)[CH:27]=[CH2:28]. The catalyst is O. The product is [CH2:28]([N:9]1[C:8](=[O:13])[C:7]([CH:1]2[CH2:2][CH2:3][CH2:4][CH2:5][CH2:6]2)([CH3:14])[NH:11][C:10]1=[O:12])[CH:27]=[CH2:26]. The yield is 0.970. (2) The reactants are [Br:1][C:2]1[CH:7]=[CH:6][C:5]([CH:8]([NH2:10])[CH3:9])=[CH:4][CH:3]=1.[C:11](O[C:11]([O:13][C:14]([CH3:17])([CH3:16])[CH3:15])=[O:12])([O:13][C:14]([CH3:17])([CH3:16])[CH3:15])=[O:12]. No catalyst specified. The product is [Br:1][C:2]1[CH:7]=[CH:6][C:5]([CH:8]([NH:10][C:11](=[O:12])[O:13][C:14]([CH3:17])([CH3:16])[CH3:15])[CH3:9])=[CH:4][CH:3]=1. The yield is 0.930.